This data is from NCI-60 drug combinations with 297,098 pairs across 59 cell lines. The task is: Regression. Given two drug SMILES strings and cell line genomic features, predict the synergy score measuring deviation from expected non-interaction effect. (1) Drug 1: COC1=C(C=C2C(=C1)N=CN=C2NC3=CC(=C(C=C3)F)Cl)OCCCN4CCOCC4. Drug 2: C1=CN(C=N1)CC(O)(P(=O)(O)O)P(=O)(O)O. Cell line: DU-145. Synergy scores: CSS=24.3, Synergy_ZIP=-4.05, Synergy_Bliss=-8.06, Synergy_Loewe=-16.1, Synergy_HSA=-7.36. (2) Drug 1: C1=C(C(=O)NC(=O)N1)N(CCCl)CCCl. Drug 2: C1CCC(C(C1)N)N.C(=O)(C(=O)[O-])[O-].[Pt+4]. Cell line: SK-MEL-28. Synergy scores: CSS=7.17, Synergy_ZIP=-3.66, Synergy_Bliss=-1.83, Synergy_Loewe=-3.05, Synergy_HSA=-1.95. (3) Drug 1: CC1=C(C=C(C=C1)NC2=NC=CC(=N2)N(C)C3=CC4=NN(C(=C4C=C3)C)C)S(=O)(=O)N.Cl. Drug 2: CC1=C(C=C(C=C1)NC(=O)C2=CC=C(C=C2)CN3CCN(CC3)C)NC4=NC=CC(=N4)C5=CN=CC=C5. Cell line: CCRF-CEM. Synergy scores: CSS=5.22, Synergy_ZIP=2.00, Synergy_Bliss=0.915, Synergy_Loewe=-1.39, Synergy_HSA=-1.19. (4) Drug 1: CN(CCCl)CCCl.Cl. Drug 2: C1CNP(=O)(OC1)N(CCCl)CCCl. Cell line: OVCAR-5. Synergy scores: CSS=8.58, Synergy_ZIP=-4.03, Synergy_Bliss=1.36, Synergy_Loewe=-0.0621, Synergy_HSA=-0.0283. (5) Drug 1: CNC(=O)C1=NC=CC(=C1)OC2=CC=C(C=C2)NC(=O)NC3=CC(=C(C=C3)Cl)C(F)(F)F. Drug 2: C1=CC=C(C(=C1)C(C2=CC=C(C=C2)Cl)C(Cl)Cl)Cl. Cell line: BT-549. Synergy scores: CSS=0.748, Synergy_ZIP=1.69, Synergy_Bliss=7.66, Synergy_Loewe=3.97, Synergy_HSA=4.04. (6) Drug 1: C1=C(C(=O)NC(=O)N1)F. Drug 2: C1=NC2=C(N=C(N=C2N1C3C(C(C(O3)CO)O)F)Cl)N. Cell line: SK-MEL-5. Synergy scores: CSS=46.1, Synergy_ZIP=-9.63, Synergy_Bliss=-14.7, Synergy_Loewe=-12.5, Synergy_HSA=-8.55.